Dataset: Full USPTO retrosynthesis dataset with 1.9M reactions from patents (1976-2016). Task: Predict the reactants needed to synthesize the given product. (1) Given the product [F:1][C:2]1[CH:10]=[C:9]2[C:5]([C:6]([CH2:12][N:13]([CH3:17])[CH3:14])=[CH:7][NH:8]2)=[CH:4][CH:3]=1, predict the reactants needed to synthesize it. The reactants are: [F:1][C:2]1[CH:10]=[C:9]2[C:5]([CH:6]=[CH:7][NH:8]2)=[CH:4][CH:3]=1.Cl.[CH3:12][NH:13][CH3:14].C=O.[CH2:17](O)CCC. (2) Given the product [F:18][C:15]1[CH:16]=[CH:17][C:12]([NH:11][C:4]2[N:3]=[C:2]([N:23]3[CH2:24][C@H:20]([OH:19])[CH2:21][C@H:22]3[C:25]([OH:27])=[O:26])[CH:7]=[C:6]([CH2:8][CH2:9][CH3:10])[N:5]=2)=[CH:13][CH:14]=1, predict the reactants needed to synthesize it. The reactants are: Cl[C:2]1[CH:7]=[C:6]([CH2:8][CH2:9][CH3:10])[N:5]=[C:4]([NH:11][C:12]2[CH:17]=[CH:16][C:15]([F:18])=[CH:14][CH:13]=2)[N:3]=1.[OH:19][C@H:20]1[CH2:24][NH:23][C@H:22]([C:25]([OH:27])=[O:26])[CH2:21]1.C(N(C(C)C)CC)(C)C. (3) Given the product [C:14]([O:17][C:18](=[O:19])[NH:9][C:7]1[CH:8]=[C:3]([O:2][CH3:1])[CH:4]=[CH:5][C:6]=1[N+:10]([O-:12])=[O:11])([CH3:16])([CH3:15])[CH3:13], predict the reactants needed to synthesize it. The reactants are: [CH3:1][O:2][C:3]1[CH:4]=[CH:5][C:6]([N+:10]([O-:12])=[O:11])=[C:7]([NH2:9])[CH:8]=1.[CH3:13][C:14]([O:17][C:18](O[C:18]([O:17][C:14]([CH3:16])([CH3:15])[CH3:13])=[O:19])=[O:19])([CH3:16])[CH3:15].C(O)(C(F)(F)F)=O. (4) Given the product [C:28]([C:32]1[N:33]=[C:34]([N:53]2[CH2:52][C@H:51]([CH3:50])[O:56][C@H:55]([CH3:57])[CH2:54]2)[C:35]2[N:40]=[N:39][N:38]([CH2:41][C:42]3[CH:47]=[CH:46][CH:45]=[CH:44][C:43]=3[Cl:48])[C:36]=2[N:37]=1)([CH3:31])([CH3:30])[CH3:29], predict the reactants needed to synthesize it. The reactants are: C(C1N=C(N2CCOCC2)C2N=NN(CC3C=CC=CC=3Cl)C=2N=1)(C)(C)C.[C:28]([C:32]1[N:33]=[C:34](Cl)[C:35]2[N:40]=[N:39][N:38]([CH2:41][C:42]3[CH:47]=[CH:46][CH:45]=[CH:44][C:43]=3[Cl:48])[C:36]=2[N:37]=1)([CH3:31])([CH3:30])[CH3:29].[CH3:50][C@@H:51]1[O:56][C@H:55]([CH3:57])[CH2:54][NH:53][CH2:52]1. (5) Given the product [Cl:14][CH2:13][C:12]1[N:11]([CH2:16][CH3:17])[C:3]2[CH:4]=[C:5]([C:8](=[O:10])[CH3:9])[CH:6]=[CH:7][C:2]=2[N:1]=1, predict the reactants needed to synthesize it. The reactants are: [NH2:1][C:2]1[CH:7]=[CH:6][C:5]([C:8](=[O:10])[CH3:9])=[CH:4][C:3]=1[NH:11][CH2:12][CH3:13].[ClH:14].Cl[CH2:16][C:17](N)=N. (6) Given the product [NH2:25][C:11]1[C:10]([C:8]2[S:9][C:5]3[CH:4]=[CH:3][C:2]([NH:1][C:34]([NH:33][C:29]4[CH:30]=[CH:31][CH:32]=[C:27]([CH3:36])[CH:28]=4)=[O:35])=[CH:26][C:6]=3[CH:7]=2)=[CH:15][C:14]([B:16]2[O:20][C:19]([CH3:22])([CH3:21])[C:18]([CH3:24])([CH3:23])[O:17]2)=[CH:13][N:12]=1, predict the reactants needed to synthesize it. The reactants are: [NH2:1][C:2]1[CH:3]=[CH:4][C:5]2[S:9][C:8]([C:10]3[C:11]([NH2:25])=[N:12][CH:13]=[C:14]([B:16]4[O:20][C:19]([CH3:22])([CH3:21])[C:18]([CH3:24])([CH3:23])[O:17]4)[CH:15]=3)=[CH:7][C:6]=2[CH:26]=1.[C:27]1([CH3:36])[CH:32]=[CH:31][CH:30]=[C:29]([N:33]=[C:34]=[O:35])[CH:28]=1. (7) Given the product [C:7]1([C:13]([C:20]2[CH:25]=[CH:24][CH:23]=[CH:22][CH:21]=2)([C:14]2[CH:19]=[CH:18][CH:17]=[CH:16][CH:15]=2)[N:29]2[CH:32]=[C:36]([I:1])[N:35]=[CH:37]2)[CH:12]=[CH:11][CH:10]=[CH:9][CH:8]=1, predict the reactants needed to synthesize it. The reactants are: [I:1]C1NC=CN=1.[C:7]1([C:13](Cl)([C:20]2[CH:25]=[CH:24][CH:23]=[CH:22][CH:21]=2)[C:14]2[CH:19]=[CH:18][CH:17]=[CH:16][CH:15]=2)[CH:12]=[CH:11][CH:10]=[CH:9][CH:8]=1.C([N:29]([CH2:32]C)CC)C.C[N:35]([CH:37]=O)[CH3:36].